Dataset: Full USPTO retrosynthesis dataset with 1.9M reactions from patents (1976-2016). Task: Predict the reactants needed to synthesize the given product. (1) Given the product [CH3:1][C@H:2]1[N:6]([S:7]([C:10]2[CH:15]=[CH:14][CH:13]=[CH:12][CH:11]=2)(=[O:8])=[O:9])[CH2:5][C@@H:4]([CH2:16][N:17]2[C:25]3[C:20](=[CH:21][C:22]([C:26]4[CH:27]=[N:28][NH:29][CH:30]=4)=[CH:23][CH:24]=3)[CH:19]=[N:18]2)[CH2:3]1, predict the reactants needed to synthesize it. The reactants are: [CH3:1][C@H:2]1[N:6]([S:7]([C:10]2[CH:15]=[CH:14][CH:13]=[CH:12][CH:11]=2)(=[O:9])=[O:8])[CH2:5][C@@H:4]([CH2:16][N:17]2[C:25]3[C:20](=[CH:21][C:22]([C:26]4[CH:27]=[N:28][N:29](C5CCCCO5)[CH:30]=4)=[CH:23][CH:24]=3)[CH:19]=[N:18]2)[CH2:3]1.C1(C)C=CC(S(O)(=O)=O)=CC=1.C(=O)(O)[O-].[Na+]. (2) The reactants are: [CH2:1]([O:3][C:4](=[O:41])[C:5]([CH3:40])([O:33][C:34]1[CH:39]=[CH:38][CH:37]=[CH:36][CH:35]=1)[CH2:6][C:7]1[CH:12]=[CH:11][C:10]([O:13][CH2:14][CH2:15][CH:16]2[CH2:20][N:19]([CH2:21][C:22]3[CH:27]=[CH:26][C:25]([C:28]([F:31])([F:30])[F:29])=[CH:24][CH:23]=3)[C:18](=[O:32])[NH:17]2)=[CH:9][CH:8]=1)[CH3:2].[H-].[Na+].I[CH3:45]. Given the product [CH2:1]([O:3][C:4](=[O:41])[C:5]([CH3:40])([O:33][C:34]1[CH:39]=[CH:38][CH:37]=[CH:36][CH:35]=1)[CH2:6][C:7]1[CH:12]=[CH:11][C:10]([O:13][CH2:14][CH2:15][CH:16]2[CH2:20][N:19]([CH2:21][C:22]3[CH:27]=[CH:26][C:25]([C:28]([F:29])([F:30])[F:31])=[CH:24][CH:23]=3)[C:18](=[O:32])[N:17]2[CH3:45])=[CH:9][CH:8]=1)[CH3:2], predict the reactants needed to synthesize it. (3) Given the product [CH3:1][O:2][C:3]1[CH:10]=[C:9]([O:11][CH3:12])[CH:8]=[CH:7][C:4]=1[CH2:5][NH:13][C:14]1[N:19]=[CH:18][CH:17]=[CH:16][N:15]=1, predict the reactants needed to synthesize it. The reactants are: [CH3:1][O:2][C:3]1[CH:10]=[C:9]([O:11][CH3:12])[CH:8]=[CH:7][C:4]=1[CH:5]=O.[NH2:13][C:14]1[N:19]=[CH:18][CH:17]=[CH:16][N:15]=1.[BH4-].[Na+].[OH-].[Na+].